This data is from Full USPTO retrosynthesis dataset with 1.9M reactions from patents (1976-2016). The task is: Predict the reactants needed to synthesize the given product. Given the product [F:26][C:27]1[CH:32]=[CH:31][C:30]([C:9]2[CH:10]=[C:11]([CH2:20][O:21][S:22]([CH3:25])(=[O:24])=[O:23])[C:12](=[O:19])[N:13]([CH2:15][CH:16]([CH3:17])[CH3:18])[N:14]=2)=[CH:29][C:28]=1[CH3:46], predict the reactants needed to synthesize it. The reactants are: FC1C=C([C:9]2[CH:10]=[C:11]([CH2:20][O:21][S:22]([CH3:25])(=[O:24])=[O:23])[C:12](=[O:19])[N:13]([CH2:15][CH:16]([CH3:18])[CH3:17])[N:14]=2)C=CC=1C.[F:26][C:27]1[CH:32]=[CH:31][C:30](C2C=C(CO)C(=O)N(CC(C)C)N=2)=[CH:29][C:28]=1[CH3:46].